From a dataset of Forward reaction prediction with 1.9M reactions from USPTO patents (1976-2016). Predict the product of the given reaction. (1) Given the reactants [Cl:1][C:2]1[CH:7]=[CH:6][C:5]([C:8]2[N:9]=[C:10]3[CH:15]=[C:14]([CH3:16])[CH:13]=[CH:12][N:11]3[C:17]=2[CH2:18][C:19](O)=[O:20])=[CH:4][CH:3]=1.[N:22]1[CH:27]=[CH:26][CH:25]=[CH:24][C:23]=1[CH2:28][NH:29][CH2:30][CH3:31].Cl.C(OCC)C, predict the reaction product. The product is: [ClH:1].[CH2:30]([N:29]([CH2:28][C:23]1[CH:24]=[CH:25][CH:26]=[CH:27][N:22]=1)[C:19](=[O:20])[CH2:18][C:17]1[N:11]2[CH:12]=[CH:13][C:14]([CH3:16])=[CH:15][C:10]2=[N:9][C:8]=1[C:5]1[CH:4]=[CH:3][C:2]([Cl:1])=[CH:7][CH:6]=1)[CH3:31]. (2) Given the reactants [O:1]1[CH2:18][CH:2]1[CH2:3][O:4][C:5]1[CH:17]=[CH:16][CH:15]=[CH:14][C:6]=1[CH2:7][C@H:8]1[CH2:13][CH2:12][O:11][C:9]1=[O:10].[CH:19]1[C:28]2[C:23](=[CH:24][CH:25]=[CH:26][CH:27]=2)[CH:22]=[CH:21][C:20]=1[CH:29]1[CH2:34][CH2:33][NH:32][CH2:31][CH2:30]1, predict the reaction product. The product is: [OH:1][CH:2]([CH2:18][N:32]1[CH2:33][CH2:34][CH:29]([C:20]2[CH:21]=[CH:22][C:23]3[C:28](=[CH:27][CH:26]=[CH:25][CH:24]=3)[CH:19]=2)[CH2:30][CH2:31]1)[CH2:3][O:4][C:5]1[CH:17]=[CH:16][CH:15]=[CH:14][C:6]=1[CH2:7][C@H:8]1[CH2:13][CH2:12][O:11][C:9]1=[O:10].